This data is from Catalyst prediction with 721,799 reactions and 888 catalyst types from USPTO. The task is: Predict which catalyst facilitates the given reaction. Reactant: [Cl:1][C:2]1[NH:7][C:6](=[O:8])[CH:5]=[C:4]([OH:9])[C:3]=1[CH2:10][CH3:11].[CH:25]1[CH:30]=[CH:29][C:28](P([C:25]2[CH:30]=[CH:29][CH:28]=[CH:27][CH:26]=2)[C:25]2[CH:30]=[CH:29][CH:28]=[CH:27][CH:26]=2)=[CH:27][CH:26]=1.[CH3:31]C(OC(/N=N/C(OC(C)C)=O)=O)C.[CH2:45](O)[C:46]1[CH:51]=[CH:50][CH:49]=[CH:48][CH:47]=1. Product: [CH2:45]([O:9][C:4]1[CH:5]=[C:6]([O:8][CH2:31][C:25]2[CH:26]=[CH:27][CH:28]=[CH:29][CH:30]=2)[N:7]=[C:2]([Cl:1])[C:3]=1[CH2:10][CH3:11])[C:46]1[CH:51]=[CH:50][CH:49]=[CH:48][CH:47]=1. The catalyst class is: 1.